Predict the product of the given reaction. From a dataset of Forward reaction prediction with 1.9M reactions from USPTO patents (1976-2016). Given the reactants [Cl:1][C:2]1[CH:3]=[C:4]([C:8]2[N:9]=[C:10]([N:16]3[C:20]4[CH:21]=[C:22]([CH2:25][N:26]5[CH2:31][CH2:30][N:29]([CH3:32])[CH2:28][CH2:27]5)[CH:23]=[CH:24][C:19]=4[N:18]=[CH:17]3)[S:11][C:12]=2[C:13](O)=[O:14])[CH:5]=[CH:6][CH:7]=1.C[N:34](C(N(C)C)=[N+]1C2C(=NC=CC=2)N=N1)C.F[P-](F)(F)(F)(F)F.[Cl-].[NH4+].C(N(C(C)C)CC)(C)C, predict the reaction product. The product is: [Cl:1][C:2]1[CH:3]=[C:4]([C:8]2[N:9]=[C:10]([N:16]3[C:20]4[CH:21]=[C:22]([CH2:25][N:26]5[CH2:31][CH2:30][N:29]([CH3:32])[CH2:28][CH2:27]5)[CH:23]=[CH:24][C:19]=4[N:18]=[CH:17]3)[S:11][C:12]=2[C:13]([NH2:34])=[O:14])[CH:5]=[CH:6][CH:7]=1.